This data is from Reaction yield outcomes from USPTO patents with 853,638 reactions. The task is: Predict the reaction yield, written as a fraction of the theoretical maximum amount of product (1.0 means a 100% yield; for example, 0.34 means a 34% yield). (1) The reactants are [OH:1][C:2]1[CH:3]=[CH:4][C:5]([O:21][CH3:22])=[C:6]([CH:8]([C:15]2[S:16][C:17]([CH3:20])=[CH:18][N:19]=2)[CH2:9][C:10]([O:12][CH2:13][CH3:14])=[O:11])[CH:7]=1.CCN(C(C)C)C(C)C.[F:32][C:33]([F:46])([F:45])[S:34](O[S:34]([C:33]([F:46])([F:45])[F:32])(=[O:36])=[O:35])(=[O:36])=[O:35].O. The catalyst is C(Cl)Cl. The product is [CH3:22][O:21][C:5]1[CH:4]=[CH:3][C:2]([O:1][S:34]([C:33]([F:46])([F:45])[F:32])(=[O:36])=[O:35])=[CH:7][C:6]=1[CH:8]([C:15]1[S:16][C:17]([CH3:20])=[CH:18][N:19]=1)[CH2:9][C:10]([O:12][CH2:13][CH3:14])=[O:11]. The yield is 0.730. (2) The reactants are Br[C:2]1[CH:3]=[C:4]([NH:10][C:11]2[N:12]=[CH:13][N:14]([CH:16]3[CH2:21][CH2:20][N:19]([CH:22]4[CH2:25][O:24][CH2:23]4)[CH2:18][CH2:17]3)[CH:15]=2)[C:5](=[O:9])[N:6]([CH3:8])[CH:7]=1.[C:26]([O:29][CH2:30][C:31]1[C:32]([N:46]2[CH2:58][CH2:57][N:49]3[C:50]4[CH2:51][CH2:52][CH2:53][CH2:54][C:55]=4[CH:56]=[C:48]3[C:47]2=[O:59])=[N:33][CH:34]=[CH:35][C:36]=1B1OC(C)(C)C(C)(C)O1)(=[O:28])[CH3:27].[O-]P([O-])([O-])=O.[K+].[K+].[K+].C([O-])(=O)C.[Na+]. The catalyst is C1C=CC(P(C2C=CC=CC=2)[C-]2C=CC=C2)=CC=1.C1C=CC(P(C2C=CC=CC=2)[C-]2C=CC=C2)=CC=1.Cl[Pd]Cl.[Fe+2].C(#N)C.O. The product is [C:26]([O:29][CH2:30][C:31]1[C:32]([N:46]2[CH2:58][CH2:57][N:49]3[C:50]4[CH2:51][CH2:52][CH2:53][CH2:54][C:55]=4[CH:56]=[C:48]3[C:47]2=[O:59])=[N:33][CH:34]=[CH:35][C:36]=1[C:2]1[CH:3]=[C:4]([NH:10][C:11]2[N:12]=[CH:13][N:14]([CH:16]3[CH2:21][CH2:20][N:19]([CH:22]4[CH2:25][O:24][CH2:23]4)[CH2:18][CH2:17]3)[CH:15]=2)[C:5](=[O:9])[N:6]([CH3:8])[CH:7]=1)(=[O:28])[CH3:27]. The yield is 0.200. (3) The product is [C:28]([N:27]1[C:24]2[CH:25]=[CH:26][C:21]([C:18]3[CH:17]=[N:16][C:15]([NH2:14])=[N:20][CH:19]=3)=[CH:22][C:23]=2[N:32]=[C:8]1[C:7]1[CH:10]=[CH:11][CH:12]=[CH:13][C:6]=1[C:2]1[S:1][CH:5]=[CH:4][N:3]=1)([CH3:31])([CH3:29])[CH3:30]. The reactants are [S:1]1[CH:5]=[CH:4][N:3]=[C:2]1[C:6]1[CH:13]=[CH:12][CH:11]=[CH:10][C:7]=1[CH:8]=O.[NH2:14][C:15]1[N:20]=[CH:19][C:18]([C:21]2[CH:22]=[C:23]([NH2:32])[C:24]([NH:27][C:28]([CH3:31])([CH3:30])[CH3:29])=[CH:25][CH:26]=2)=[CH:17][N:16]=1.O.C([O-])(O)=O.[Na+]. The catalyst is C(O)(=O)C. The yield is 0.160. (4) The reactants are C[O:2][C:3]([C:5]1[C:10]([NH:11][C:12]2[CH:13]=[N:14][CH:15]=[N:16][CH:17]=2)=[N:9][CH:8]=[C:7]([CH:18]2[CH2:20][CH2:19]2)[N:6]=1)=[O:4].[Li+].[OH-]. The catalyst is C1COCC1.CO. The product is [CH:18]1([C:7]2[N:6]=[C:5]([C:3]([OH:4])=[O:2])[C:10]([NH:11][C:12]3[CH:13]=[N:14][CH:15]=[N:16][CH:17]=3)=[N:9][CH:8]=2)[CH2:19][CH2:20]1. The yield is 0.520. (5) The reactants are [CH3:1][O:2][C:3](=[O:16])[CH:4]=[CH:5][C:6]1[CH:11]=[CH:10][CH:9]=[C:8]([S:12](Cl)(=[O:14])=[O:13])[CH:7]=1.[C:17]1([CH2:27][NH2:28])[C:26]2[C:21](=[CH:22][CH:23]=[CH:24][CH:25]=2)[CH:20]=[CH:19][CH:18]=1.C([O-])(O)=O.[Na+]. The catalyst is O1CCOCC1.O. The product is [CH3:1][O:2][C:3](=[O:16])[CH:4]=[CH:5][C:6]1[CH:11]=[CH:10][CH:9]=[C:8]([S:12](=[O:14])(=[O:13])[NH:28][CH2:27][C:17]2[C:26]3[C:21](=[CH:22][CH:23]=[CH:24][CH:25]=3)[CH:20]=[CH:19][CH:18]=2)[CH:7]=1. The yield is 0.760. (6) The reactants are CC(O)(C)C.[CH3:6][O:7][C:8]([CH3:13])=[CH:9][C:10](=O)[CH3:11].Br[C:15]1[CH:20]=[CH:19][CH:18]=[CH:17][CH:16]=1.Cl. The catalyst is C1COCC1. The product is [CH3:6][O:7][C:8]1[CH:13]=[C:17]([CH3:18])[C:16]2[C:10]([CH:9]=1)=[CH:11][CH:19]=[CH:20][CH:15]=2. The yield is 0.370. (7) The reactants are [Br:1][C:2]1[CH:10]=[C:9]([O:11][CH2:12][C:13]2[CH:18]=[CH:17][CH:16]=[CH:15][CH:14]=2)[C:8]2[NH:7][C:6]3[CH2:19][CH:20]4[NH:24][CH:23]([C:5]=3[C:4]=2[C:3]=1[C:25]([O:27][C:28]([CH3:31])([CH3:30])[CH3:29])=[O:26])[CH2:22][CH2:21]4.[H-].[Na+].I[CH3:35]. The catalyst is CN(C=O)C. The product is [Br:1][C:2]1[CH:10]=[C:9]([O:11][CH2:12][C:13]2[CH:14]=[CH:15][CH:16]=[CH:17][CH:18]=2)[C:8]2[N:7]([CH3:35])[C:6]3[CH2:19][CH:20]4[NH:24][CH:23]([C:5]=3[C:4]=2[C:3]=1[C:25]([O:27][C:28]([CH3:31])([CH3:30])[CH3:29])=[O:26])[CH2:22][CH2:21]4. The yield is 0.990. (8) The catalyst is C1(C)C=CC=CC=1.C1C=CC(P(C2C=CC=CC=2)[C-]2C=CC=C2)=CC=1.C1C=CC(P(C2C=CC=CC=2)[C-]2C=CC=C2)=CC=1.Cl[Pd]Cl.[Fe+2]. The product is [CH3:20][O:19][C:5]1[CH:4]=[CH:3][C:2]([B:21]2[O:25][C:24]([CH3:27])([CH3:26])[C:23]([CH3:29])([CH3:28])[O:22]2)=[CH:7][C:6]=1[C:8]1[O:9][C:10]2[C:11](=[C:13]([C:17]#[N:18])[CH:14]=[CH:15][CH:16]=2)[N:12]=1. The reactants are Br[C:2]1[CH:3]=[CH:4][C:5]([O:19][CH3:20])=[C:6]([C:8]2[O:9][C:10]3[C:11](=[C:13]([C:17]#[N:18])[CH:14]=[CH:15][CH:16]=3)[N:12]=2)[CH:7]=1.[B:21]1([B:21]2[O:25][C:24]([CH3:27])([CH3:26])[C:23]([CH3:29])([CH3:28])[O:22]2)[O:25][C:24]([CH3:27])([CH3:26])[C:23]([CH3:29])([CH3:28])[O:22]1.C(O[K])(C)=O. The yield is 0.786.